From a dataset of Reaction yield outcomes from USPTO patents with 853,638 reactions. Predict the reaction yield, written as a fraction of the theoretical maximum amount of product (1.0 means a 100% yield; for example, 0.34 means a 34% yield). (1) The yield is 0.600. The product is [Br:8][C:3]1[CH:4]=[CH:5][C:6]([O:7][CH:10]([CH3:9])[CH2:11][CH2:12][CH2:13][CH2:14][CH3:15])=[CH:1][CH:2]=1. The reactants are [CH:1]1[C:6]([OH:7])=[CH:5][CH:4]=[C:3]([Br:8])[CH:2]=1.[CH3:9][CH:10](Br)[CH2:11][CH2:12][CH2:13][CH2:14][CH3:15].[I-].[Na+].C(=O)([O-])[O-].[K+].[K+]. The catalyst is CN(C)C=O.CCCCCC.O. (2) The reactants are [Br:1][C:2]1[CH:7]=[CH:6][C:5]([CH2:8][C:9]#[N:10])=[CH:4][CH:3]=1.[C:11](=O)([O-])[O-].[K+].[K+]. The catalyst is C(=O)(OC)OC.C(OCC)(=O)C. The product is [Br:1][C:2]1[CH:7]=[CH:6][C:5]([CH:8]([CH3:11])[C:9]#[N:10])=[CH:4][CH:3]=1. The yield is 0.850. (3) The reactants are Cl[C:2]1[N:11]=[C:10]([NH:12][CH2:13][CH:14]2[CH2:16][C@@:15]2([C:24]2[CH:29]=[CH:28][CH:27]=[CH:26][CH:25]=2)[C:17]([N:19]([CH2:22][CH3:23])[CH2:20][CH3:21])=[O:18])[C:9]2[C:4](=[CH:5][CH:6]=[CH:7][CH:8]=2)[N:3]=1.[CH3:30][C:31]1[C:36](B(O)O)=[CH:35][N:34]2[CH:40]=[CH:41][N:42]=[C:33]2[CH:32]=1.C(NC1C2C(=CC=CC=2)N=C(C2SC3C=CC=CC=3C=2)N=1)(C1C=CC=CC=1)C1C=CC=CC=1. The catalyst is C(Cl)(Cl)Cl.CO. The product is [CH2:20]([N:19]([CH2:22][CH3:23])[C:17]([C@:15]1([C:24]2[CH:29]=[CH:28][CH:27]=[CH:26][CH:25]=2)[CH2:16][C@@H:14]1[CH2:13][NH:12][C:10]1[C:9]2[C:4](=[CH:5][CH:6]=[CH:7][CH:8]=2)[N:3]=[C:2]([C:36]2[C:31]([CH3:30])=[CH:32][C:33]3[N:34]([CH:40]=[CH:41][N:42]=3)[CH:35]=2)[N:11]=1)=[O:18])[CH3:21]. The yield is 0.140. (4) The reactants are C([Li])CCC.CC1(C)CCCC(C)(C)N1.[Cl:16][C:17]1[CH:22]=[N:21][CH:20]=[C:19]([Cl:23])[N:18]=1.[Cl:24][C:25]1[CH:32]=[CH:31][CH:30]=[CH:29][C:26]=1[CH:27]=[O:28].Cl. The catalyst is O1CCCC1.C(=O)(O)[O-].[Na+].C(O)C. The product is [Cl:24][C:25]1[CH:32]=[CH:31][CH:30]=[CH:29][C:26]=1[CH:27]([C:20]1[C:19]([Cl:23])=[N:18][C:17]([Cl:16])=[CH:22][N:21]=1)[OH:28]. The yield is 0.800.